Dataset: Reaction yield outcomes from USPTO patents with 853,638 reactions. Task: Predict the reaction yield, written as a fraction of the theoretical maximum amount of product (1.0 means a 100% yield; for example, 0.34 means a 34% yield). The reactants are [NH2:1][C:2]1[CH:14]=[CH:13][C:12]([C:15]2[CH:16]=[N:17][N:18]([CH2:20][CH2:21][CH2:22]O)[CH:19]=2)=[CH:11][C:3]=1[C:4]([N:6]([CH2:9]C)CC)=[O:5].NC1C=CC(Br)=CC=1[C:27](NC)=[O:28].CC1(C)C(C)(C)OB(C2C=NN(CCCCO)C=2)O1. No catalyst specified. The product is [NH2:1][C:2]1[CH:14]=[CH:13][C:12]([C:15]2[CH:16]=[N:17][N:18]([CH2:20][CH2:21][CH2:22][CH2:27][OH:28])[CH:19]=2)=[CH:11][C:3]=1[C:4]([NH:6][CH3:9])=[O:5]. The yield is 0.170.